From a dataset of Drug-target binding data from BindingDB using IC50 measurements. Regression. Given a target protein amino acid sequence and a drug SMILES string, predict the binding affinity score between them. We predict pIC50 (pIC50 = -log10(IC50 in M); higher means more potent). Dataset: bindingdb_ic50. The drug is CCCC(=O)Nc1ccc2c(c1)N(C(=O)CN(CC)CC)c1ccccc1CC2. The target protein (Q14994) has sequence MASREDELRNCVVCGDQATGYHFNALTCEGCKGFFRRTVSKSIGPTCPFAGSCEVSKTQRRHCPACRLQKCLDAGMRKDMILSAEALALRRAKQAQRRAQQTPVQLSKEQEELIRTLLGAHTRHMGTMFEQFVQFRPPAHLFIHHQPLPTLAPVLPLVTHFADINTFMVLQVIKFTKDLPVFRSLPIEDQISLLKGAAVEICHIVLNTTFCLQTQNFLCGPLRYTIEDGARVSPTVGFQVEFLELLFHFHGTLRKLQLQEPEYVLLAAMALFSPDRPGVTQRDEIDQLQEEMALTLQSYIKGQQRRPRDRFLYAKLLGLLAELRSINEAYGYQIQHIQGLSAMMPLLQEICS. The pIC50 is 5.6.